This data is from Peptide-MHC class II binding affinity with 134,281 pairs from IEDB. The task is: Regression. Given a peptide amino acid sequence and an MHC pseudo amino acid sequence, predict their binding affinity value. This is MHC class II binding data. The peptide sequence is TEEQKLIEKINAGFK. The MHC is HLA-DQA10401-DQB10402 with pseudo-sequence HLA-DQA10401-DQB10402. The binding affinity (normalized) is 0.0337.